Dataset: Forward reaction prediction with 1.9M reactions from USPTO patents (1976-2016). Task: Predict the product of the given reaction. (1) Given the reactants [Cl:1][C:2]1[CH:7]=[CH:6][C:5]([C:8]2[C:9]([C:28]3[CH:33]=[CH:32][N:31]=[CH:30][CH:29]=3)=[N:10][N:11]3[C:16]([CH:17]4[CH2:22][CH2:21][NH:20][CH2:19][CH2:18]4)=[C:15]([C:23]([O:25][CH2:26][CH3:27])=[O:24])[N:14]=[N:13][C:12]=23)=[CH:4][C:3]=1[O:34][CH3:35].I[CH2:37][CH3:38].C(=O)([O-])[O-].[K+].[K+].O, predict the reaction product. The product is: [Cl:1][C:2]1[CH:7]=[CH:6][C:5]([C:8]2[C:9]([C:28]3[CH:29]=[CH:30][N:31]=[CH:32][CH:33]=3)=[N:10][N:11]3[C:16]([CH:17]4[CH2:22][CH2:21][N:20]([CH2:37][CH3:38])[CH2:19][CH2:18]4)=[C:15]([C:23]([O:25][CH2:26][CH3:27])=[O:24])[N:14]=[N:13][C:12]=23)=[CH:4][C:3]=1[O:34][CH3:35]. (2) Given the reactants F[C:2]1[CH:3]=[C:4]([C:11]2[CH:16]=[CH:15][C:14]([C:17]([F:20])([F:19])[F:18])=[CH:13][CH:12]=2)[CH:5]=[CH:6][C:7]=1[CH2:8][CH:9]=[O:10].[BH4-].[Na+].CCOC(C)=O.CCCCCC, predict the reaction product. The product is: [F:18][C:17]([F:19])([F:20])[C:14]1[CH:13]=[CH:12][C:11]([C:4]2[CH:5]=[CH:6][C:7]([CH2:8][CH2:9][OH:10])=[CH:2][CH:3]=2)=[CH:16][CH:15]=1. (3) Given the reactants FC(F)(F)C(O)=O.[Cl:8][C:9]1[CH:10]=[C:11]([CH:30]=[CH:31][C:32]=1[F:33])[NH:12][C:13]1[C:22]2[C:17](=[CH:18][C:19]([OH:29])=[CH:20][C:21]=2[O:23][CH:24]2[CH2:28][CH2:27][O:26][CH2:25]2)[N:16]=[CH:15][N:14]=1.[CH3:34][O:35][CH2:36][CH2:37]Br, predict the reaction product. The product is: [Cl:8][C:9]1[CH:10]=[C:11]([CH:30]=[CH:31][C:32]=1[F:33])[NH:12][C:13]1[C:22]2[C:17](=[CH:18][C:19]([O:29][CH2:37][CH2:36][O:35][CH3:34])=[CH:20][C:21]=2[O:23][CH:24]2[CH2:28][CH2:27][O:26][CH2:25]2)[N:16]=[CH:15][N:14]=1. (4) The product is: [CH3:25][O:26][C:27]([C:29]1[CH:34]=[N:33][C:32]([N:22]2[CH2:23][CH2:24][CH:19]([N:5]([CH:2]3[CH2:4][CH2:3]3)[C:6](=[O:18])[C:7]3[CH:8]=[CH:9][C:10]([C:13]4[O:17][CH:16]=[N:15][CH:14]=4)=[CH:11][CH:12]=3)[CH2:20][CH2:21]2)=[CH:31][N:30]=1)=[O:28]. Given the reactants Cl.[CH:2]1([N:5]([CH:19]2[CH2:24][CH2:23][NH:22][CH2:21][CH2:20]2)[C:6](=[O:18])[C:7]2[CH:12]=[CH:11][C:10]([C:13]3[O:17][CH:16]=[N:15][CH:14]=3)=[CH:9][CH:8]=2)[CH2:4][CH2:3]1.[CH3:25][O:26][C:27]([C:29]1[CH:34]=[N:33][C:32](Cl)=[CH:31][N:30]=1)=[O:28], predict the reaction product. (5) The product is: [F:23][C:22]1[C:17]([F:16])=[CH:18][C:19]([NH:27][C:28]2[N:33]=[C:32]([C:34]3[CH:39]=[CH:38][C:37]([F:40])=[CH:36][C:35]=3[O:41][CH3:42])[N:31]=[CH:30][N:29]=2)=[CH:20][C:21]=1[CH2:24][S:25](=[N:45][C:44]#[N:43])[CH3:26]. Given the reactants C(OI(OC(=O)C)C1C=CC=CC=1)(=O)C.[F:16][C:17]1[CH:18]=[C:19]([NH:27][C:28]2[N:33]=[C:32]([C:34]3[CH:39]=[CH:38][C:37]([F:40])=[CH:36][C:35]=3[O:41][CH3:42])[N:31]=[CH:30][N:29]=2)[CH:20]=[C:21]([CH2:24][S:25][CH3:26])[C:22]=1[F:23].[N:43]#[C:44][NH2:45], predict the reaction product.